Predict which catalyst facilitates the given reaction. From a dataset of Catalyst prediction with 721,799 reactions and 888 catalyst types from USPTO. (1) Reactant: [O:1]1[C:5]2[CH:6]=[CH:7][CH:8]=[CH:9][C:4]=2[C:3]([CH2:10][CH2:11][OH:12])=[N:2]1.C(N(CC)CC)C.[CH3:20][S:21](Cl)(=[O:23])=[O:22]. Product: [O:1]1[C:5]2[CH:6]=[CH:7][CH:8]=[CH:9][C:4]=2[C:3]([CH2:10][CH2:11][O:12][S:21]([CH3:20])(=[O:23])=[O:22])=[N:2]1. The catalyst class is: 4. (2) Reactant: N[C:2]12[CH2:9][CH2:8][C:5]([C:10]3[NH:18][C:17]4[C:16](=[O:19])[N:15]([CH2:20][CH2:21][CH3:22])[C:14](=[O:23])[N:13]([CH2:24][CH2:25][CH3:26])[C:12]=4[N:11]=3)([CH2:6][CH2:7]1)[CH2:4][CH2:3]2.[C:27]([O:32]C)(=[O:31])[C@@H:28]([CH3:30])[OH:29].N(OCCC(C)C)=O.[Li+].[OH-]. Product: [O:23]=[C:14]1[N:13]([CH2:24][CH2:25][CH3:26])[C:12]2[N:11]=[C:10]([C:5]34[CH2:6][CH2:7][C:2]([O:29][C@H:28]([CH3:30])[C:27]([OH:32])=[O:31])([CH2:9][CH2:8]3)[CH2:3][CH2:4]4)[NH:18][C:17]=2[C:16](=[O:19])[N:15]1[CH2:20][CH2:21][CH3:22]. The catalyst class is: 72. (3) Reactant: N#N.Cl[C:4]1[N:5]=[N+:6]([O-:20])[C:7]2[CH:16]=[C:15]3[C:11]([CH2:12][CH:13]([N:17]([CH3:19])[CH3:18])[CH2:14]3)=[CH:10][C:8]=2[N:9]=1.[Sn](CC)(CC)(CC)[CH2:22][CH3:23]. Product: [CH3:18][N:17]([CH3:19])[CH:13]1[CH2:12][C:11]2[C:15](=[CH:16][C:7]3[N+:6]([O-:20])=[N:5][C:4]([CH2:22][CH3:23])=[N:9][C:8]=3[CH:10]=2)[CH2:14]1. The catalyst class is: 104.